From a dataset of Catalyst prediction with 721,799 reactions and 888 catalyst types from USPTO. Predict which catalyst facilitates the given reaction. Reactant: [CH2:1]([O:8][C:9]([NH:11][CH:12]([C:18]([O:20][CH2:21][CH3:22])=[O:19])[C:13]([O:15][CH2:16][CH3:17])=[O:14])=[O:10])[C:2]1[CH:7]=[CH:6][CH:5]=[CH:4][CH:3]=1.[H-].[Na+].Br[CH2:26][C:27]([O:29][CH2:30][CH3:31])=[O:28].Cl. Product: [CH2:1]([O:8][C:9]([NH:11][C:12]([C:13]([O:15][CH2:16][CH3:17])=[O:14])([CH2:26][C:27]([O:29][CH2:30][CH3:31])=[O:28])[C:18]([O:20][CH2:21][CH3:22])=[O:19])=[O:10])[C:2]1[CH:3]=[CH:4][CH:5]=[CH:6][CH:7]=1. The catalyst class is: 3.